This data is from Catalyst prediction with 721,799 reactions and 888 catalyst types from USPTO. The task is: Predict which catalyst facilitates the given reaction. (1) Reactant: [CH2:1]([N:8]([CH2:19][C:20]1[CH:25]=[CH:24][CH:23]=[CH:22][CH:21]=1)[C:9]1[CH:14]=[C:13]([CH3:15])[C:12](Br)=[CH:11][C:10]=1[O:17][CH3:18])[C:2]1[CH:7]=[CH:6][CH:5]=[CH:4][CH:3]=1.[N:26]1([C:32]([O:34][C:35]([CH3:38])([CH3:37])[CH3:36])=[O:33])[CH2:31][CH2:30][NH:29][CH2:28][CH2:27]1.C1(P(C2C=CC=CC=2)C2C=CC3C(=CC=CC=3)C=2C2C3C(=CC=CC=3)C=CC=2P(C2C=CC=CC=2)C2C=CC=CC=2)C=CC=CC=1.C(=O)([O-])[O-].[Cs+].[Cs+]. Product: [CH2:1]([N:8]([CH2:19][C:20]1[CH:25]=[CH:24][CH:23]=[CH:22][CH:21]=1)[C:9]1[C:10]([O:17][CH3:18])=[CH:11][C:12]([N:29]2[CH2:28][CH2:27][N:26]([C:32]([O:34][C:35]([CH3:38])([CH3:37])[CH3:36])=[O:33])[CH2:31][CH2:30]2)=[C:13]([CH3:15])[CH:14]=1)[C:2]1[CH:7]=[CH:6][CH:5]=[CH:4][CH:3]=1. The catalyst class is: 164. (2) Reactant: [O:1]1[CH:5]=[CH:4][C:3]([NH:6][CH2:7][CH2:8][O:9][C:10]2[C:17]([CH3:18])=[CH:16][C:13]([CH:14]=O)=[CH:12][C:11]=2[CH3:19])=[N:2]1.[NH2:20][C:21]1[CH:29]=[C:28]([O:30][CH3:31])[CH:27]=[C:26]([O:32][CH3:33])[C:22]=1[C:23]([NH2:25])=[O:24].OS([O-])=O.[Na+].CC1C=CC(S(O)(=O)=O)=CC=1. Product: [O:1]1[CH:5]=[CH:4][C:3]([NH:6][CH2:7][CH2:8][O:9][C:10]2[C:17]([CH3:18])=[CH:16][C:13]([C:14]3[NH:25][C:23](=[O:24])[C:22]4[C:21](=[CH:29][C:28]([O:30][CH3:31])=[CH:27][C:26]=4[O:32][CH3:33])[N:20]=3)=[CH:12][C:11]=2[CH3:19])=[N:2]1. The catalyst class is: 44. (3) Product: [OH:1][C:2]1[CH:7]=[CH:6][C:5]([S:8]([N:27]2[CH2:28][CH2:29][S:30][C:25]([CH3:24])([CH3:38])[C@@H:26]2[C:31]([O:33][C:34]([CH3:37])([CH3:36])[CH3:35])=[O:32])(=[O:10])=[O:9])=[CH:4][CH:3]=1. The catalyst class is: 147. Reactant: [OH:1][C:2]1[CH:7]=[CH:6][C:5]([S:8](Cl)(=[O:10])=[O:9])=[CH:4][CH:3]=1.C[Si](C([Si](C)(C)C)C(N)=O)(C)C.[CH3:24][C:25]1([CH3:38])[S:30][CH2:29][CH2:28][NH:27][C@H:26]1[C:31]([O:33][C:34]([CH3:37])([CH3:36])[CH3:35])=[O:32].CN1CCOCC1.